This data is from Full USPTO retrosynthesis dataset with 1.9M reactions from patents (1976-2016). The task is: Predict the reactants needed to synthesize the given product. (1) Given the product [CH2:32]([C:29]1[CH:28]=[N:27][C:26]([N:23]2[CH2:24][CH2:25][CH:20]([N:5]3[CH:6]=[C:7]([C:8]([O:10][CH2:11][CH3:12])=[O:9])[C:3]([C:2]([F:1])([F:13])[F:14])=[N:4]3)[CH2:21][CH2:22]2)=[N:31][CH:30]=1)[CH3:33].[CH2:32]([C:29]1[CH:28]=[N:27][C:26]([N:23]2[CH2:24][CH2:25][CH:20]([N:4]3[C:3]([C:2]([F:1])([F:13])[F:14])=[C:7]([C:8]([O:10][CH2:11][CH3:12])=[O:9])[CH:6]=[N:5]3)[CH2:21][CH2:22]2)=[N:31][CH:30]=1)[CH3:33], predict the reactants needed to synthesize it. The reactants are: [F:1][C:2]([F:14])([F:13])[C:3]1[C:7]([C:8]([O:10][CH2:11][CH3:12])=[O:9])=[CH:6][NH:5][N:4]=1.CS(O[CH:20]1[CH2:25][CH2:24][N:23]([C:26]2[N:31]=[CH:30][C:29]([CH2:32][CH3:33])=[CH:28][N:27]=2)[CH2:22][CH2:21]1)(=O)=O.C(OC(N1CCC(N2C=NC(COS(C)(=O)=O)=N2)CC1)=O)(C)(C)C. (2) The reactants are: [Br:1][C:2]1[CH:7]=[CH:6][C:5]([C:8]2[CH:9]=[N:10][NH:11][CH:12]=2)=[CH:4][CH:3]=1.C([O-])([O-])=O.[K+].[K+].[CH3:19][C:20]1([CH3:23])[CH2:22][O:21]1. Given the product [Br:1][C:2]1[CH:3]=[CH:4][C:5]([C:8]2[CH:12]=[N:11][N:10]([CH2:19][C:20]([CH3:23])([OH:21])[CH3:22])[CH:9]=2)=[CH:6][CH:7]=1, predict the reactants needed to synthesize it. (3) Given the product [NH2:49][C:45]1[O:46][CH2:47][CH2:48][C@:43]2([C:32]3[C:33](=[N:34][CH:35]=[C:30]([Br:29])[CH:31]=3)[O:36][C:37]3[C:42]2=[CH:41][C:40]([NH:50][C:26](=[O:28])[C:23]2[CH:22]=[CH:21][C:20]([Cl:19])=[CH:25][N:24]=2)=[CH:39][CH:38]=3)[N:44]=1, predict the reactants needed to synthesize it. The reactants are: [Cl-].COC1N=C(OC)N=C([N+]2(C)CCOCC2)N=1.[Cl:19][C:20]1[CH:21]=[CH:22][C:23]([C:26]([OH:28])=O)=[N:24][CH:25]=1.[Br:29][C:30]1[CH:31]=[C:32]2[C@:43]3([CH2:48][CH2:47][O:46][C:45]([NH2:49])=[N:44]3)[C:42]3[C:37](=[CH:38][CH:39]=[C:40]([NH2:50])[CH:41]=3)[O:36][C:33]2=[N:34][CH:35]=1.C(=O)(O)[O-]. (4) Given the product [Br:1][C:2]1[CH:11]=[C:10]([O:12][CH3:13])[C:9]2[CH:8]([N:20]([CH:17]3[CH2:19][CH2:18]3)[CH3:21])[CH2:7][CH2:6][C:5]([CH3:16])([CH3:15])[C:4]=2[CH:3]=1, predict the reactants needed to synthesize it. The reactants are: [Br:1][C:2]1[CH:3]=[C:4]2[C:9](=[C:10]([O:12][CH3:13])[CH:11]=1)[C:8](=O)[CH2:7][CH2:6][C:5]2([CH3:16])[CH3:15].[CH:17]1([NH2:20])[CH2:19][CH2:18]1.[C:21]([BH3-])#N.[Na+].C(=O)([O-])[O-].[K+].[K+].CI.